This data is from Peptide-MHC class II binding affinity with 134,281 pairs from IEDB. The task is: Regression. Given a peptide amino acid sequence and an MHC pseudo amino acid sequence, predict their binding affinity value. This is MHC class II binding data. (1) The peptide sequence is TVDKSKPKVYQWFDLRKY. The MHC is DRB1_0401 with pseudo-sequence DRB1_0401. The binding affinity (normalized) is 0.175. (2) The peptide sequence is LMVVVIPEPGQQRSI. The MHC is DRB1_0301 with pseudo-sequence DRB1_0301. The binding affinity (normalized) is 0.808. (3) The peptide sequence is NLARTISEAGQAMAS. The binding affinity (normalized) is 0.574. The MHC is HLA-DQA10501-DQB10301 with pseudo-sequence HLA-DQA10501-DQB10301. (4) The peptide sequence is WKVRLLPVPPTVTVF. The MHC is HLA-DQA10401-DQB10402 with pseudo-sequence HLA-DQA10401-DQB10402. The binding affinity (normalized) is 0.0987. (5) The peptide sequence is KYFAATQFEPLAARL. The MHC is DRB3_0101 with pseudo-sequence DRB3_0101. The binding affinity (normalized) is 0.229. (6) The binding affinity (normalized) is 0.802. The peptide sequence is RGLKLATALSLSNKF. The MHC is DRB3_0202 with pseudo-sequence DRB3_0202. (7) The peptide sequence is KYFAATQFEPLAARL. The MHC is H-2-IAs with pseudo-sequence H-2-IAs. The binding affinity (normalized) is 0.460. (8) The binding affinity (normalized) is 0.218. The peptide sequence is CFKYILIQAGFDQRL. The MHC is DRB3_0101 with pseudo-sequence DRB3_0101. (9) The peptide sequence is NFSLGAAVKAGAALL. The MHC is DRB1_1501 with pseudo-sequence DRB1_1501. The binding affinity (normalized) is 0.254.